Dataset: Reaction yield outcomes from USPTO patents with 853,638 reactions. Task: Predict the reaction yield, written as a fraction of the theoretical maximum amount of product (1.0 means a 100% yield; for example, 0.34 means a 34% yield). (1) The reactants are CCN(C(C)C)C(C)C.Cl.[NH2:11][C@@H:12]1[CH2:17][CH2:16][C@H:15]([OH:18])[CH2:14][CH2:13]1.O=[CH:20][CH2:21][C:22]1([C:35]([O:37][CH2:38][CH3:39])=[O:36])[CH2:27][CH2:26][CH2:25][N:24]([C:28]([O:30][C:31]([CH3:34])([CH3:33])[CH3:32])=[O:29])[CH2:23]1.C(O[BH-](OC(=O)C)OC(=O)C)(=O)C.[Na+]. The catalyst is CO.O.CC(O)=O. The product is [OH:18][C@@H:15]1[CH2:16][CH2:17][C@H:12]([NH:11][CH2:20][CH2:21][C:22]2([C:35]([O:37][CH2:38][CH3:39])=[O:36])[CH2:27][CH2:26][CH2:25][N:24]([C:28]([O:30][C:31]([CH3:33])([CH3:34])[CH3:32])=[O:29])[CH2:23]2)[CH2:13][CH2:14]1. The yield is 0.850. (2) The reactants are [C:1]([C:3]1[CH:4]=[C:5]([NH:10][C:11]2[C:20]3[C:15](=[CH:16][C:17]([O:22][CH3:23])=[C:18]([OH:21])[CH:19]=3)[N:14]=[CH:13][N:12]=2)[CH:6]=[CH:7][C:8]=1[F:9])#[CH:2].C([O-])([O-])=O.[K+].[K+].Br[CH2:31][CH2:32][CH2:33][Cl:34].O. The catalyst is CN(C=O)C. The product is [C:1]([C:3]1[CH:4]=[C:5]([NH:10][C:11]2[C:20]3[C:15](=[CH:16][C:17]([O:22][CH3:23])=[C:18]([O:21][CH2:31][CH2:32][CH2:33][Cl:34])[CH:19]=3)[N:14]=[CH:13][N:12]=2)[CH:6]=[CH:7][C:8]=1[F:9])#[CH:2]. The yield is 0.680. (3) The yield is 0.410. The reactants are [C:1]([C:5]1[CH:9]=[C:8]([C:10]([OH:12])=O)[N:7]([CH3:13])[N:6]=1)([CH3:4])([CH3:3])[CH3:2].CN(C)C=O.C(Cl)(=O)C(Cl)=O.[NH2:25][C:26]1[CH:27]=[C:28]([CH:45]=[CH:46][C:47]=1[CH3:48])[O:29][C:30]1[CH:31]=[CH:32][C:33]2[N:34]([CH:36]=[C:37]([NH:39][C:40]([CH:42]3[CH2:44][CH2:43]3)=[O:41])[N:38]=2)[N:35]=1. The catalyst is CN(C)C(=O)C.O1CCCC1. The product is [C:1]([C:5]1[CH:9]=[C:8]([C:10]([NH:25][C:26]2[CH:27]=[C:28]([O:29][C:30]3[CH:31]=[CH:32][C:33]4[N:34]([CH:36]=[C:37]([NH:39][C:40]([CH:42]5[CH2:43][CH2:44]5)=[O:41])[N:38]=4)[N:35]=3)[CH:45]=[CH:46][C:47]=2[CH3:48])=[O:12])[N:7]([CH3:13])[N:6]=1)([CH3:2])([CH3:3])[CH3:4]. (4) The reactants are [Br:1][C:2]1[C:3]([NH2:9])=[N:4][CH:5]=[C:6]([Br:8])[N:7]=1.[S:10]1[CH:14]=[CH:13][CH:12]=[C:11]1[C:15]#[N:16].[Al+3].[Cl-].[Cl-].[Cl-]. The catalyst is ClC(Cl)C.O. The product is [Br:1][C:2]1[C:3]([NH:9][C:15]([C:11]2[S:10][CH:14]=[CH:13][CH:12]=2)=[NH:16])=[N:4][CH:5]=[C:6]([Br:8])[N:7]=1. The yield is 0.680.